This data is from Forward reaction prediction with 1.9M reactions from USPTO patents (1976-2016). The task is: Predict the product of the given reaction. (1) Given the reactants [OH:1][CH2:2][C@@H:3]1[CH2:8][CH:7]2[CH:5]([CH2:6]2)[N:4]1[C:9]([O:11][C:12]([CH3:15])([CH3:14])[CH3:13])=[O:10].C(Cl)(Cl)(Cl)Cl.[OH2:21], predict the reaction product. The product is: [C:12]([O:11][C:9]([N:4]1[C@H:3]([C:2]([OH:21])=[O:1])[CH2:8][CH:7]2[CH:5]1[CH2:6]2)=[O:10])([CH3:15])([CH3:14])[CH3:13]. (2) Given the reactants [NH:1]1[CH:5]=[C:4]([C:6]2[N:11]=[CH:10][C:9]3[CH:12]=[N:13][N:14]([C:15]4[N:20]=[C:19]([N:21]5[CH2:27][CH2:26][CH2:25][N:24](C(OC(C)(C)C)=O)[CH2:23][CH2:22]5)[CH:18]=[CH:17][CH:16]=4)[C:8]=3[CH:7]=2)[CH:3]=[N:2]1.CC1C=CC(S(O[CH2:46][CH2:47][S:48]([CH3:51])(=[O:50])=[O:49])(=O)=O)=CC=1, predict the reaction product. The product is: [N:21]1([C:19]2[N:20]=[C:15]([N:14]3[C:8]4[CH:7]=[C:6]([C:4]5[CH:5]=[N:1][N:2]([CH2:46][CH2:47][S:48]([CH3:51])(=[O:50])=[O:49])[CH:3]=5)[N:11]=[CH:10][C:9]=4[CH:12]=[N:13]3)[CH:16]=[CH:17][CH:18]=2)[CH2:27][CH2:26][CH2:25][NH:24][CH2:23][CH2:22]1. (3) Given the reactants Br[C:2]1[C:6]2[CH:7]=[C:8]([C:11]3[O:12][C:13]([CH3:16])=[N:14][N:15]=3)[CH:9]=[CH:10][C:5]=2[O:4][CH:3]=1.C([Sn](CCCC)(CCCC)[C:22]1[CH:27]=[CH:26][CH:25]=[CH:24][N:23]=1)CCC, predict the reaction product. The product is: [CH3:16][C:13]1[O:12][C:11]([C:8]2[CH:9]=[CH:10][C:5]3[O:4][CH:3]=[C:2]([C:22]4[CH:27]=[CH:26][CH:25]=[CH:24][N:23]=4)[C:6]=3[CH:7]=2)=[N:15][N:14]=1. (4) Given the reactants CS([O:5][CH2:6][C:7]1[C:8]([C:19]2[CH:24]=[CH:23][C:22]([CH2:25][CH3:26])=[CH:21][CH:20]=2)=[N:9][S:10][C:11]=1[C:12]([F:18])([F:17])[C:13]([F:16])([F:15])[F:14])(=O)=O.O[C:28]1[CH:33]=[CH:32][C:31]([CH2:34][CH2:35][C:36]([O:38]CC)=[O:37])=[C:30]([CH3:41])[C:29]=1[CH3:42], predict the reaction product. The product is: [CH2:25]([C:22]1[CH:23]=[CH:24][C:19]([C:8]2[C:7]([CH2:6][O:5][C:28]3[CH:33]=[CH:32][C:31]([CH2:34][CH2:35][C:36]([OH:38])=[O:37])=[C:30]([CH3:41])[C:29]=3[CH3:42])=[C:11]([C:12]([F:18])([F:17])[C:13]([F:16])([F:15])[F:14])[S:10][N:9]=2)=[CH:20][CH:21]=1)[CH3:26]. (5) Given the reactants C([O:4][C@H:5]([CH3:24])[CH2:6][CH2:7][CH2:8][CH2:9][N:10]1[C:19](=[O:20])[C:18]2[N:17]([CH3:21])[C:16]([Br:22])=[N:15][C:14]=2[N:13]([CH3:23])[C:11]1=[O:12])(=O)C.Cl, predict the reaction product. The product is: [Br:22][C:16]1[N:17]([CH3:21])[C:18]2[C:19](=[O:20])[N:10]([CH2:9][CH2:8][CH2:7][CH2:6][C@H:5]([OH:4])[CH3:24])[C:11](=[O:12])[N:13]([CH3:23])[C:14]=2[N:15]=1. (6) The product is: [C:37]([O:41][C:42]([N:44]1[CH2:49][CH:48]2[CH2:68][CH:45]1[CH2:46][CH2:47]2)=[O:43])([CH3:40])([CH3:38])[CH3:39]. Given the reactants C(OC(N1C(C2NC(C3C=CC4C5C=CC(Br)=CC=5OC=4C=3)=CN=2)CC2(CC2)C1)=O)C1C=CC=CC=1.[C:37]([O:41][C:42]([N:44]1[CH:49](C2NC3C=C(B4OC(C)(C)C(C)(C)O4)C=CC=3N=2)[CH:48]2[CH2:68][CH:45]1[CH2:46][CH2:47]2)=[O:43])([CH3:40])([CH3:39])[CH3:38].C(=O)([O-])[O-].[K+].[K+], predict the reaction product.